Dataset: Full USPTO retrosynthesis dataset with 1.9M reactions from patents (1976-2016). Task: Predict the reactants needed to synthesize the given product. (1) Given the product [F:1][C:2]1[CH:3]=[C:4]([CH:26]=[CH:27][C:28]=1[F:29])[CH2:5][N:6]1[CH2:10][CH2:9][CH2:8][C@@H:7]1[C:11]([NH:13][C@H:14]([C:16]1[CH:25]=[CH:24][C:19]([C:20]([O-:22])=[O:21])=[CH:18][CH:17]=1)[CH3:15])=[O:12].[Li+:31], predict the reactants needed to synthesize it. The reactants are: [F:1][C:2]1[CH:3]=[C:4]([CH:26]=[CH:27][C:28]=1[F:29])[CH2:5][N:6]1[CH2:10][CH2:9][CH2:8][C@@H:7]1[C:11]([NH:13][C@H:14]([C:16]1[CH:25]=[CH:24][C:19]([C:20]([O:22]C)=[O:21])=[CH:18][CH:17]=1)[CH3:15])=[O:12].O[Li:31].O. (2) Given the product [Br:1][CH2:16][C:15]([C:12]1[CH:13]=[CH:14][C:9]([O:8][C:7]2[CH:6]=[CH:5][C:4]([Cl:3])=[CH:23][CH:22]=2)=[CH:10][C:11]=1[C:18]([F:19])([F:20])[F:21])=[O:17], predict the reactants needed to synthesize it. The reactants are: [Br:1]Br.[Cl:3][C:4]1[CH:23]=[CH:22][C:7]([O:8][C:9]2[CH:14]=[CH:13][C:12]([C:15](=[O:17])[CH3:16])=[C:11]([C:18]([F:21])([F:20])[F:19])[CH:10]=2)=[CH:6][CH:5]=1.C(=O)(O)[O-].[Na+]. (3) Given the product [CH2:18]([O:11][C:3]1[CH:4]=[C:5]([CH2:8][C:9]#[N:10])[CH:6]=[CH:7][C:2]=1[Cl:1])[C:15]1[CH:16]=[CH:17][CH:12]=[CH:13][CH:14]=1, predict the reactants needed to synthesize it. The reactants are: [Cl:1][C:2]1[CH:7]=[CH:6][C:5]([CH2:8][C:9]#[N:10])=[CH:4][C:3]=1[OH:11].[CH:12]1[CH:17]=[CH:16][C:15]([CH2:18]Br)=[CH:14][CH:13]=1. (4) Given the product [Cl:19][C:20]1[CH:21]=[C:22]([C:26]#[C:27][C:2]2[N:3]=[C:4]([CH3:18])[N:5]([C:7]3[CH:12]=[N:11][N:10]([CH2:13][CH2:14][O:15][CH3:16])[C:9](=[O:17])[CH:8]=3)[CH:6]=2)[CH:23]=[CH:24][CH:25]=1, predict the reactants needed to synthesize it. The reactants are: I[C:2]1[N:3]=[C:4]([CH3:18])[N:5]([C:7]2[CH:12]=[N:11][N:10]([CH2:13][CH2:14][O:15][CH3:16])[C:9](=[O:17])[CH:8]=2)[CH:6]=1.[Cl:19][C:20]1[CH:25]=[CH:24][CH:23]=[C:22]([C:26]#[CH:27])[CH:21]=1.